Predict the reactants needed to synthesize the given product. From a dataset of Full USPTO retrosynthesis dataset with 1.9M reactions from patents (1976-2016). (1) Given the product [F:1][C:2]([F:19])([F:18])[C:3]1[CH:4]=[C:5]([NH:13][C:14](=[O:17])[CH2:15][N:23]2[CH2:24][CH2:25][NH:20][C:21](=[O:26])[CH2:22]2)[CH:6]=[C:7]([C:9]([F:12])([F:11])[F:10])[CH:8]=1, predict the reactants needed to synthesize it. The reactants are: [F:1][C:2]([F:19])([F:18])[C:3]1[CH:4]=[C:5]([NH:13][C:14](=[O:17])[CH2:15]Cl)[CH:6]=[C:7]([C:9]([F:12])([F:11])[F:10])[CH:8]=1.[NH:20]1[CH2:25][CH2:24][NH:23][CH2:22][C:21]1=[O:26].C([O-])([O-])=O.[K+].[K+]. (2) Given the product [C:1]([O:5][C:6]([NH:8][C@@:9]12[CH2:15][CH2:14][C@@:13]1([CH3:16])[CH2:12][N:11]([C@@H:18]([C:20]1[CH:21]=[CH:22][CH:23]=[CH:24][CH:25]=1)[CH3:19])[CH2:10]2)=[O:7])([CH3:2])([CH3:3])[CH3:4], predict the reactants needed to synthesize it. The reactants are: [C:1]([O:5][C:6]([NH:8][C@@:9]12[CH2:15][CH2:14][C@:13]1([CH3:16])[C:12](=O)[N:11]([C@@H:18]([C:20]1[CH:25]=[CH:24][CH:23]=[CH:22][CH:21]=1)[CH3:19])[CH2:10]2)=[O:7])([CH3:4])([CH3:3])[CH3:2].C(O)C.O.C(N(CC)CC)C. (3) Given the product [S:3]1[CH:4]=[CH:5][N:6]=[C:2]1[NH:1][C:15](=[O:16])[O:17][CH3:18], predict the reactants needed to synthesize it. The reactants are: [NH2:1][C:2]1[S:3][CH:4]=[CH:5][N:6]=1.C(N(CC)CC)C.Cl[C:15]([O:17][CH3:18])=[O:16].